From a dataset of Reaction yield outcomes from USPTO patents with 853,638 reactions. Predict the reaction yield, written as a fraction of the theoretical maximum amount of product (1.0 means a 100% yield; for example, 0.34 means a 34% yield). The reactants are [NH2:1][CH:2]1[N:26]([C:27]#[N:28])[CH:5]2[CH:6]([C:15]3[CH:20]=[C:19]([O:21][CH3:22])[C:18]([O:23][CH3:24])=[C:17]([Br:25])[CH:16]=3)[CH:7]=[C:8]3[C:13]([O:12][C:11](=[O:14])[CH:10]=[CH:9]3)=[C:4]2[O:3]1.[C:29](=O)([O-])[O-].[Cs+].[Cs+].CI.CO. The catalyst is CC(C)=O.ClCCl. The product is [NH2:1][CH:2]1[N:26]([C:27]#[N:28])[CH:5]2[CH:6]([C:15]3[CH:20]=[C:19]([O:21][CH3:22])[C:18]([O:23][CH3:24])=[C:17]([Br:25])[CH:16]=3)[CH:7]=[C:8]3[C:13]([O:12][C:11](=[O:14])[C:10]([CH3:29])=[CH:9]3)=[C:4]2[O:3]1. The yield is 0.850.